This data is from Reaction yield outcomes from USPTO patents with 853,638 reactions. The task is: Predict the reaction yield, written as a fraction of the theoretical maximum amount of product (1.0 means a 100% yield; for example, 0.34 means a 34% yield). The reactants are C[O:2][C:3]([C:5]1[CH:6]=[C:7]([C:17]2[CH:22]=[CH:21][C:20]([CH3:23])=[CH:19][CH:18]=2)[CH:8]=[C:9]([N:11]2[C:15]([CH3:16])=[N:14][N:13]=[N:12]2)[CH:10]=1)=[O:4].O[Li].O. The catalyst is C1COCC1.O. The product is [CH3:23][C:20]1[CH:21]=[CH:22][C:17]([C:7]2[CH:8]=[C:9]([N:11]3[C:15]([CH3:16])=[N:14][N:13]=[N:12]3)[CH:10]=[C:5]([C:3]([OH:4])=[O:2])[CH:6]=2)=[CH:18][CH:19]=1. The yield is 0.950.